Dataset: Forward reaction prediction with 1.9M reactions from USPTO patents (1976-2016). Task: Predict the product of the given reaction. (1) Given the reactants [I:1][C:2]1[CH:3]=[C:4]([C:8](=[O:15])[CH2:9][C:10](OCC)=[O:11])[CH:5]=[CH:6][CH:7]=1.[C:16]([OH:20])([CH3:19])([CH3:18])[CH3:17], predict the reaction product. The product is: [I:1][C:2]1[CH:3]=[C:4]([C:8](=[O:15])[CH2:9][C:10]([O:20][C:16]([CH3:19])([CH3:18])[CH3:17])=[O:11])[CH:5]=[CH:6][CH:7]=1. (2) Given the reactants [Br:1][C:2]1[CH:12]=[CH:11][C:5]([O:6][CH2:7][C:8]([NH2:10])=[O:9])=[C:4]([C:13]#[N:14])[CH:3]=1.[NH:15]1[CH2:20][CH2:19][CH2:18][CH2:17][CH2:16]1.[CH:21]1(N)CCC1, predict the reaction product. The product is: [Br:1][C:2]1[CH:12]=[CH:11][C:5]2[O:6][C:7]3[C:8](=[O:9])[NH:10][C:19]([CH2:20][NH:15][CH:16]4[CH2:17][CH2:18][CH2:21]4)=[N:14][C:13]=3[C:4]=2[CH:3]=1. (3) Given the reactants [C:1]([NH:6][C:7]1[NH:8][C:9](=[O:31])[C:10]2[N:11]=[CH:12][N:13]([C:29]=2[N:30]=1)[C@@H:14]1[O:28][C@H:18]([CH2:19][O:20][Si:21]([C:24]([CH3:27])([CH3:26])[CH3:25])([CH3:23])[CH3:22])[C@@H:16]([OH:17])[CH2:15]1)(=[O:5])[CH:2]([CH3:4])[CH3:3].C(O)(=O)C.C(OC(=O)C)(=O)C.C([O-])([O-])=O.[K+].[K+].[CH3:49][S:50]([CH3:52])=O, predict the reaction product. The product is: [C:1]([NH:6][C:7]1[NH:8][C:9](=[O:31])[C:10]2[N:11]=[CH:12][N:13]([C:29]=2[N:30]=1)[C@@H:14]1[O:28][C@H:18]([CH2:19][O:20][Si:21]([C:24]([CH3:26])([CH3:25])[CH3:27])([CH3:23])[CH3:22])[C@@H:16]([O:17][CH2:49][S:50][CH3:52])[CH2:15]1)(=[O:5])[CH:2]([CH3:4])[CH3:3]. (4) Given the reactants Cl.[NH2:2][C:3]1[C:4]([C:8]([O:10][CH3:11])=[O:9])=[CH:5][S:6][CH:7]=1.C(N(C(C)C)C(C)C)C.[Br:21][C:22]1[CH:23]=[CH:24][C:25]([O:28][CH2:29][C:30](O)=[O:31])=[N:26][CH:27]=1.CN(C(ON1N=NC2C=CC=NC1=2)=[N+](C)C)C.F[P-](F)(F)(F)(F)F, predict the reaction product. The product is: [CH3:11][O:10][C:8]([C:4]1[C:3]([NH:2][C:30](=[O:31])[CH2:29][O:28][C:25]2[CH:24]=[CH:23][C:22]([Br:21])=[CH:27][N:26]=2)=[CH:7][S:6][CH:5]=1)=[O:9]. (5) Given the reactants [C:1]1(=[CH:5][C:6]([OH:8])=O)[CH2:4][CH2:3][CH2:2]1.[NH2:9][C:10]1[CH:11]=[C:12]([CH:32]=[CH:33][CH:34]=1)[C:13]([N:15]1[CH2:20][CH2:19][CH:18]([C:21]2[CH:22]=[C:23]([CH:29]=[CH:30][CH:31]=2)[CH2:24][NH:25][C:26](=[O:28])[O-:27])[CH2:17][CH2:16]1)=[O:14].[CH3:35]CN(C(C)C)C(C)C.C(OCC)(=O)C.[CH3:50][CH2:51][CH2:52][CH2:53][CH2:54][CH3:55], predict the reaction product. The product is: [C:1]1(=[CH:5][C:6]([NH:9][C:10]2[CH:11]=[C:12]([CH:32]=[CH:33][CH:34]=2)[C:13]([N:15]2[CH2:20][CH2:19][CH:18]([C:21]3[CH:22]=[C:23]([CH:29]=[CH:30][CH:31]=3)[CH2:24][NH:25][C:26](=[O:27])[O:28][CH2:35][C:52]3[CH:51]=[CH:50][CH:55]=[CH:54][CH:53]=3)[CH2:17][CH2:16]2)=[O:14])=[O:8])[CH2:2][CH2:3][CH2:4]1.